Dataset: Retrosynthesis with 50K atom-mapped reactions and 10 reaction types from USPTO. Task: Predict the reactants needed to synthesize the given product. (1) Given the product COC(=O)c1sc(-n2cnc3ccccc32)cc1OCc1ccccc1C(F)(F)F, predict the reactants needed to synthesize it. The reactants are: COC(=O)c1sc(-n2cnc3ccccc32)cc1O.FC(F)(F)c1ccccc1CBr. (2) Given the product O=Cc1ccc(Br)cn1, predict the reactants needed to synthesize it. The reactants are: Brc1ccc(I)nc1.CN(C)C=O. (3) Given the product FC(F)(F)c1cccc(N2CCN3CC[C@@H](Oc4ccc(Cl)cn4)[C@H]3C2)n1, predict the reactants needed to synthesize it. The reactants are: Clc1ccc(O[C@@H]2CCN3CCNC[C@H]23)nc1.Fc1cccc(C(F)(F)F)n1.